From a dataset of Full USPTO retrosynthesis dataset with 1.9M reactions from patents (1976-2016). Predict the reactants needed to synthesize the given product. (1) Given the product [F:20][C:15]1[CH:14]=[C:13]([NH:12][C:4]2[N:3]=[C:2]([NH:22][NH2:23])[N:10]=[C:9]3[C:5]=2[N:6]=[CH:7][N:8]3[CH3:11])[CH:18]=[CH:17][C:16]=1[F:19], predict the reactants needed to synthesize it. The reactants are: Cl[C:2]1[N:10]=[C:9]2[C:5]([N:6]=[CH:7][N:8]2[CH3:11])=[C:4]([NH:12][C:13]2[CH:18]=[CH:17][C:16]([F:19])=[C:15]([F:20])[CH:14]=2)[N:3]=1.O.[NH2:22][NH2:23].O. (2) Given the product [CH2:20]([O:19][C:17]([NH:13][C@H:12]([C:14]([OH:16])=[O:15])[CH2:11][S:8]([CH:4]([CH2:5][CH2:6][CH3:7])[CH2:1][CH2:2][CH3:3])(=[O:9])=[O:10])=[O:18])[C:21]1[CH:26]=[CH:25][CH:24]=[CH:23][CH:22]=1, predict the reactants needed to synthesize it. The reactants are: [CH2:1]([CH:4]([S:8]([CH2:11][C@@H:12]([C:14]([OH:16])=[O:15])[NH2:13])(=[O:10])=[O:9])[CH2:5][CH2:6][CH3:7])[CH2:2][CH3:3].[C:17](NC(=O)CCC(N)=O)([O:19][CH2:20][C:21]1[CH:26]=[CH:25][CH:24]=[CH:23][CH:22]=1)=[O:18].CN1CCOCC1.